From a dataset of Experimentally validated miRNA-target interactions with 360,000+ pairs, plus equal number of negative samples. Binary Classification. Given a miRNA mature sequence and a target amino acid sequence, predict their likelihood of interaction. The miRNA is hsa-miR-15a-3p with sequence CAGGCCAUAUUGUGCUGCCUCA. The protein sequence of the target gene is MLLTVYCVRRDLSEVTFSLQVDADFELHNFRALCELESGIPAAESQIVYAERPLTDNHRSLASYGLKDGDVVILRQKENADPRPPVQFPNLPRIDFSSIAVPGTSSPRQRQPPGTQQSHSSPGEITSSPQGLDNPALLRDMLLANPHELSLLKERNPPLAEALLSGDLEKFSRVLVEQQQDRARREQERIRLFSADPFDLEAQAKIEEDIRQQNIEENMTIAMEEAPESFGQVVMLYINCKVNGHPVKAFVDSGAQMTIMSQACAERCNIMRLVDRRWAGIAKGVGTQKIIGRVHLAQVQ.... Result: 1 (interaction).